From a dataset of NCI-60 drug combinations with 297,098 pairs across 59 cell lines. Regression. Given two drug SMILES strings and cell line genomic features, predict the synergy score measuring deviation from expected non-interaction effect. (1) Drug 1: CN(CC1=CN=C2C(=N1)C(=NC(=N2)N)N)C3=CC=C(C=C3)C(=O)NC(CCC(=O)O)C(=O)O. Drug 2: COC1=C2C(=CC3=C1OC=C3)C=CC(=O)O2. Cell line: TK-10. Synergy scores: CSS=25.3, Synergy_ZIP=1.22, Synergy_Bliss=-2.90, Synergy_Loewe=-38.3, Synergy_HSA=-3.87. (2) Drug 1: C1=CN(C=N1)CC(O)(P(=O)(O)O)P(=O)(O)O. Drug 2: C1=NC2=C(N1)C(=S)N=CN2. Cell line: NCI-H460. Synergy scores: CSS=9.30, Synergy_ZIP=-4.01, Synergy_Bliss=-0.359, Synergy_Loewe=-8.52, Synergy_HSA=-1.92.